From a dataset of Full USPTO retrosynthesis dataset with 1.9M reactions from patents (1976-2016). Predict the reactants needed to synthesize the given product. (1) Given the product [N+:6]([C:9]1[CH:10]=[C:11]2[C:16](=[CH:17][CH:18]=1)[N:15]=[C:14]([C:19]([O:21][CH2:22][CH3:23])=[O:20])[CH:13]=[N:12]2)([O-:8])=[O:7], predict the reactants needed to synthesize it. The reactants are: S(=O)(=O)(O)O.[N+:6]([C:9]1[CH:10]=[C:11]2[C:16](=[CH:17][CH:18]=1)[N:15]=[C:14]([C:19]([OH:21])=[O:20])[CH:13]=[N:12]2)([O-:8])=[O:7].[CH2:22](O)[CH3:23]. (2) Given the product [N:7]1[C:10]([C:11]([O:13][CH2:14][CH3:15])=[O:12])=[CH:9][N:2]2[C:3]=1[CH:4]=[CH:5][CH:6]=[N:1]2, predict the reactants needed to synthesize it. The reactants are: [N:1]1[CH:6]=[CH:5][CH:4]=[C:3]([NH2:7])[N:2]=1.Br[CH2:9][C:10](=O)[C:11]([O:13][CH2:14][CH3:15])=[O:12]. (3) Given the product [Cl:17][C:10]1[N:9]([C:18]2[C:23]([Cl:24])=[CH:22][CH:21]=[CH:20][C:19]=2[Cl:25])[C:8]([C:5]2[CH:6]=[CH:7][C:2]([C:35]3[CH:34]=[CH:33][CH:32]=[C:31]([S:28]([CH3:27])(=[O:30])=[O:29])[CH:36]=3)=[CH:3][C:4]=2[Cl:26])=[N:12][C:11]=1[C:13]([OH:16])([CH3:15])[CH3:14], predict the reactants needed to synthesize it. The reactants are: Br[C:2]1[CH:7]=[CH:6][C:5]([C:8]2[N:9]([C:18]3[C:23]([Cl:24])=[CH:22][CH:21]=[CH:20][C:19]=3[Cl:25])[C:10]([Cl:17])=[C:11]([C:13]([OH:16])([CH3:15])[CH3:14])[N:12]=2)=[C:4]([Cl:26])[CH:3]=1.[CH3:27][S:28]([C:31]1[CH:32]=[C:33](B(O)O)[CH:34]=[CH:35][CH:36]=1)(=[O:30])=[O:29].C([O-])([O-])=O.[K+].[K+]. (4) The reactants are: C(OC(=O)[NH:7][CH:8]([C:16](=[O:38])[NH:17][C@@H:18]([CH2:31][C:32]1[CH:37]=[CH:36][CH:35]=[CH:34][CH:33]=1)[CH:19]([C:21](=[O:30])[NH:22][CH2:23]C1C=CC=CC=1)[OH:20])[CH2:9][CH:10]1[CH2:15][CH2:14][O:13][CH2:12][CH2:11]1)(C)(C)C.[C:40](O)([C:42](F)(F)F)=O.[CH2:47]([O:54][C:55]([NH:57][C@@H:58]([CH3:62])[C:59]([OH:61])=O)=[O:56])[C:48]1[CH:53]=[CH:52][CH:51]=[CH:50][CH:49]=1.CN(C(ON1N=N[C:73]2[CH:74]=[CH:75]C=N[C:72]1=2)=[N+](C)C)C.F[P-](F)(F)(F)(F)F.C(N(CC)C(C)C)(C)C. Given the product [CH2:47]([O:54][C:55](=[O:56])[NH:57][C@H:58]([C:59](=[O:61])[NH:7][CH:8]([C:16](=[O:38])[NH:17][C@@H:18]([CH2:31][C:32]1[CH:37]=[CH:36][CH:35]=[CH:34][CH:33]=1)[CH:19]([C:21](=[O:30])[NH:22][CH2:23][C:42]1[CH:40]=[CH:75][CH:74]=[CH:73][CH:72]=1)[OH:20])[CH2:9][CH:10]1[CH2:15][CH2:14][O:13][CH2:12][CH2:11]1)[CH3:62])[C:48]1[CH:49]=[CH:50][CH:51]=[CH:52][CH:53]=1, predict the reactants needed to synthesize it. (5) Given the product [CH2:24]([N:23]1[C:16]2[C:15]([O:14][CH:11]3[CH2:10][CH2:9][NH:8][CH2:13][CH2:12]3)=[CH:20][N:19]=[CH:18][C:17]=2[N:21]=[C:22]1[C:26]1[C:30]([NH2:31])=[N:29][O:28][N:27]=1)[CH3:25], predict the reactants needed to synthesize it. The reactants are: C(OC([N:8]1[CH2:13][CH2:12][CH:11]([O:14][C:15]2[C:16]3[N:23]([CH2:24][CH3:25])[C:22]([C:26]4[C:30]([NH:31]C(OC(C)(C)C)=O)=[N:29][O:28][N:27]=4)=[N:21][C:17]=3[CH:18]=[N:19][CH:20]=2)[CH2:10][CH2:9]1)=O)(C)(C)C.C(O)(C(F)(F)F)=O. (6) Given the product [OH:3][NH:2][C:19](=[NH:20])[C:18]1[CH:21]=[CH:22][C:15]([O:14][CH3:13])=[CH:16][CH:17]=1, predict the reactants needed to synthesize it. The reactants are: Cl.[NH2:2][OH:3].C(N(C(C)C)CC)(C)C.[CH3:13][O:14][C:15]1[CH:22]=[CH:21][C:18]([C:19]#[N:20])=[CH:17][CH:16]=1.